From a dataset of NCI-60 drug combinations with 297,098 pairs across 59 cell lines. Regression. Given two drug SMILES strings and cell line genomic features, predict the synergy score measuring deviation from expected non-interaction effect. (1) Drug 1: CCC1=C2CN3C(=CC4=C(C3=O)COC(=O)C4(CC)O)C2=NC5=C1C=C(C=C5)O. Drug 2: C1C(C(OC1N2C=NC(=NC2=O)N)CO)O. Cell line: BT-549. Synergy scores: CSS=28.4, Synergy_ZIP=-1.35, Synergy_Bliss=2.71, Synergy_Loewe=3.55, Synergy_HSA=5.02. (2) Drug 1: CCCS(=O)(=O)NC1=C(C(=C(C=C1)F)C(=O)C2=CNC3=C2C=C(C=N3)C4=CC=C(C=C4)Cl)F. Drug 2: CC1=C(C(=CC=C1)Cl)NC(=O)C2=CN=C(S2)NC3=CC(=NC(=N3)C)N4CCN(CC4)CCO. Cell line: A549. Synergy scores: CSS=36.5, Synergy_ZIP=8.84, Synergy_Bliss=11.9, Synergy_Loewe=-5.65, Synergy_HSA=10.7. (3) Drug 1: CC1C(C(CC(O1)OC2CC(OC(C2O)C)OC3=CC4=CC5=C(C(=O)C(C(C5)C(C(=O)C(C(C)O)O)OC)OC6CC(C(C(O6)C)O)OC7CC(C(C(O7)C)O)OC8CC(C(C(O8)C)O)(C)O)C(=C4C(=C3C)O)O)O)O. Drug 2: CC1=C(N=C(N=C1N)C(CC(=O)N)NCC(C(=O)N)N)C(=O)NC(C(C2=CN=CN2)OC3C(C(C(C(O3)CO)O)O)OC4C(C(C(C(O4)CO)O)OC(=O)N)O)C(=O)NC(C)C(C(C)C(=O)NC(C(C)O)C(=O)NCCC5=NC(=CS5)C6=NC(=CS6)C(=O)NCCC[S+](C)C)O. Cell line: SF-295. Synergy scores: CSS=50.0, Synergy_ZIP=1.14, Synergy_Bliss=2.07, Synergy_Loewe=0.205, Synergy_HSA=5.03. (4) Cell line: OVCAR3. Drug 2: CCC(=C(C1=CC=CC=C1)C2=CC=C(C=C2)OCCN(C)C)C3=CC=CC=C3.C(C(=O)O)C(CC(=O)O)(C(=O)O)O. Drug 1: C1=C(C(=O)NC(=O)N1)N(CCCl)CCCl. Synergy scores: CSS=16.9, Synergy_ZIP=-7.78, Synergy_Bliss=2.64, Synergy_Loewe=-1.42, Synergy_HSA=1.51.